Dataset: Reaction yield outcomes from USPTO patents with 853,638 reactions. Task: Predict the reaction yield, written as a fraction of the theoretical maximum amount of product (1.0 means a 100% yield; for example, 0.34 means a 34% yield). The reactants are Br[C:2]1[N:7]=[C:6]([CH:8]=[O:9])[CH:5]=[CH:4][CH:3]=1.[N:10]1([C:16](=[O:19])[CH2:17][CH3:18])[CH2:15][CH2:14][NH:13][CH2:12][CH2:11]1.C(=O)([O-])[O-].[K+].[K+].Cl. The catalyst is O.CN(C=O)C. The product is [C:16]([N:10]1[CH2:15][CH2:14][N:13]([C:2]2[N:7]=[C:6]([CH:8]=[O:9])[CH:5]=[CH:4][CH:3]=2)[CH2:12][CH2:11]1)(=[O:19])[CH2:17][CH3:18]. The yield is 0.310.